From a dataset of Full USPTO retrosynthesis dataset with 1.9M reactions from patents (1976-2016). Predict the reactants needed to synthesize the given product. Given the product [F:1][C:2]1[C:7]([F:8])=[CH:6][CH:5]=[CH:4][C:3]=1[C:9]1[N:17]=[C:12]2[CH:13]=[N:14][N:15]([CH2:19][C:20]3[O:24][N:23]=[C:22]([C:25]4[CH:26]=[CH:27][C:28]([CH2:29][N:30]5[CH2:35][CH2:34][O:33][CH2:32][CH2:31]5)=[CH:36][CH:37]=4)[CH:21]=3)[CH:16]=[C:11]2[N:10]=1, predict the reactants needed to synthesize it. The reactants are: [F:1][C:2]1[C:7]([F:8])=[CH:6][CH:5]=[CH:4][C:3]=1[C:9]1[N:17]=[C:12]2[CH:13]=[N:14][NH:15][CH:16]=[C:11]2[N:10]=1.Cl[CH2:19][C:20]1[O:24][N:23]=[C:22]([C:25]2[CH:37]=[CH:36][C:28]([CH2:29][N:30]3[CH2:35][CH2:34][O:33][CH2:32][CH2:31]3)=[CH:27][CH:26]=2)[CH:21]=1.